This data is from TCR-epitope binding with 47,182 pairs between 192 epitopes and 23,139 TCRs. The task is: Binary Classification. Given a T-cell receptor sequence (or CDR3 region) and an epitope sequence, predict whether binding occurs between them. (1) The epitope is AYAQKIFKI. The TCR CDR3 sequence is CASSPIFRNSNQPQHF. Result: 1 (the TCR binds to the epitope). (2) The epitope is FTISVTTEIL. The TCR CDR3 sequence is CAISESSDSGAYGYTF. Result: 1 (the TCR binds to the epitope).